This data is from Forward reaction prediction with 1.9M reactions from USPTO patents (1976-2016). The task is: Predict the product of the given reaction. (1) Given the reactants Cl[C:2]1[N:11]=[C:10]([NH:12][CH:13]2[CH2:15][CH2:14]2)[C:9]2[C:4](=[CH:5][CH:6]=[C:7]([C:16]3[CH:21]=[CH:20][C:19]([F:22])=[CH:18][CH:17]=3)[CH:8]=2)[N:3]=1.[CH3:23][N:24]1[CH:28]=[CH:27][C:26]([NH2:29])=[N:25]1.N1C(C)=CC=CC=1C, predict the reaction product. The product is: [CH:13]1([NH:12][C:10]2[C:9]3[C:4](=[CH:5][CH:6]=[C:7]([C:16]4[CH:21]=[CH:20][C:19]([F:22])=[CH:18][CH:17]=4)[CH:8]=3)[N:3]=[C:2]([NH:29][C:26]3[CH:27]=[CH:28][N:24]([CH3:23])[N:25]=3)[N:11]=2)[CH2:15][CH2:14]1. (2) Given the reactants [CH3:1][N:2]1[CH:6]=[C:5]([C:7]2[CH:8]=[CH:9][C:10]3[N:11]([C:13]([S:16][C:17]4[CH:18]=[C:19]5[C:24](=[CH:25][CH:26]=4)[N:23]=[CH:22][CH:21]=[CH:20]5)=[N:14][N:15]=3)[N:12]=2)[CH:4]=[N:3]1.[Br:27]Br, predict the reaction product. The product is: [Br:27][C:21]1[CH:22]=[N:23][C:24]2[C:19]([CH:20]=1)=[CH:18][C:17]([S:16][C:13]1[N:11]3[N:12]=[C:7]([C:5]4[CH:4]=[N:3][N:2]([CH3:1])[CH:6]=4)[CH:8]=[CH:9][C:10]3=[N:15][N:14]=1)=[CH:26][CH:25]=2. (3) Given the reactants [CH:1]([O:4][C:5]1[CH:6]=[C:7]([C:15]2[N:19]=[CH:18][N:17](/[CH:20]=[CH:21]\[C:22]([NH:24][NH2:25])=[O:23])[N:16]=2)[CH:8]=[C:9]([C:11]([F:14])([F:13])[F:12])[CH:10]=1)([CH3:3])[CH3:2].[CH3:26]OC(OC)OC.CS(O)(=O)=O.CCOC(C)=O.CCCCCC, predict the reaction product. The product is: [CH:1]([O:4][C:5]1[CH:6]=[C:7]([C:15]2[N:19]=[CH:18][N:17](/[CH:20]=[CH:21]\[C:22]3[O:23][CH:26]=[N:25][N:24]=3)[N:16]=2)[CH:8]=[C:9]([C:11]([F:13])([F:14])[F:12])[CH:10]=1)([CH3:3])[CH3:2]. (4) Given the reactants [C:1]([O:5][C:6](=[O:17])[NH:7][C@H:8]([C:11]1[CH:16]=[CH:15][CH:14]=[CH:13][CH:12]=1)[CH2:9]O)([CH3:4])([CH3:3])[CH3:2].C1(=O)[NH:22]C(=O)C2=CC=CC=C12.C1(P(C2C=CC=CC=2)C2C=CC=CC=2)C=CC=CC=1.N(C(OCC)=O)=NC(OCC)=O.O.NN, predict the reaction product. The product is: [C:1]([O:5][C:6](=[O:17])[NH:7][C@H:8]([C:11]1[CH:16]=[CH:15][CH:14]=[CH:13][CH:12]=1)[CH2:9][NH2:22])([CH3:4])([CH3:3])[CH3:2]. (5) Given the reactants [OH:1][C:2]1[CH:3]=[C:4]([CH:9]=[CH:10][C:11]=1[I:12])[C:5]([O:7][CH3:8])=[O:6].I[CH2:14][CH3:15], predict the reaction product. The product is: [CH2:14]([O:1][C:2]1[CH:3]=[C:4]([CH:9]=[CH:10][C:11]=1[I:12])[C:5]([O:7][CH3:8])=[O:6])[CH3:15]. (6) Given the reactants [CH2:1]([O:3][C:4](=[O:42])[C:5]([CH3:41])([O:34][C:35]1[CH:40]=[CH:39][CH:38]=[CH:37][CH:36]=1)[CH2:6][C:7]1[CH:12]=[CH:11][C:10]([CH:13]=[CH:14][CH2:15][CH:16]2[CH2:20][N:19]([CH2:21][C:22]3[CH:27]=[CH:26][C:25]([C:28]([F:31])([F:30])[F:29])=[CH:24][CH:23]=3)[C:18](=[O:32])[N:17]2[CH3:33])=[CH:9][CH:8]=1)[CH3:2], predict the reaction product. The product is: [CH2:1]([O:3][C:4](=[O:42])[C:5]([CH3:41])([O:34][C:35]1[CH:40]=[CH:39][CH:38]=[CH:37][CH:36]=1)[CH2:6][C:7]1[CH:12]=[CH:11][C:10]([CH2:13][CH2:14][CH2:15][CH:16]2[CH2:20][N:19]([CH2:21][C:22]3[CH:27]=[CH:26][C:25]([C:28]([F:29])([F:30])[F:31])=[CH:24][CH:23]=3)[C:18](=[O:32])[N:17]2[CH3:33])=[CH:9][CH:8]=1)[CH3:2]. (7) Given the reactants [CH:1]1([CH2:4][C:5]([OH:12])([CH3:11])[C:6]([O:8]CC)=[O:7])[CH2:3][CH2:2]1.[Li+].[OH-], predict the reaction product. The product is: [CH:1]1([CH2:4][C:5]([OH:12])([CH3:11])[C:6]([OH:8])=[O:7])[CH2:3][CH2:2]1. (8) The product is: [F:21][C:22]([F:33])([F:32])[C:6]([NH:8][CH2:9][CH2:10][NH:11][C:12]1[CH:17]=[CH:16][C:15]([N+:18]([O-:20])=[O:19])=[CH:14][CH:13]=1)=[O:5]. Given the reactants C([O:5][C:6]([NH:8][CH2:9][CH2:10][NH:11][C:12]1[CH:17]=[CH:16][C:15]([N+:18]([O-:20])=[O:19])=[CH:14][CH:13]=1)=O)(C)(C)C.[F:21][C:22]([F:33])([F:32])C(OC(=O)[C:22]([F:33])([F:32])[F:21])=O, predict the reaction product.